This data is from Reaction yield outcomes from USPTO patents with 853,638 reactions. The task is: Predict the reaction yield, written as a fraction of the theoretical maximum amount of product (1.0 means a 100% yield; for example, 0.34 means a 34% yield). The reactants are [N:1]([CH2:4][CH2:5][C:6]1=[CH:7][N:8]([C:23]([CH3:26])([CH3:25])[CH3:24])[S:9]/[C:10]/1=[N:11]\[C:12](=[O:22])[C:13]1[CH:18]=[C:17]([Cl:19])[CH:16]=[CH:15][C:14]=1[O:20][CH3:21])=[N+]=[N-]. The catalyst is CCO.[Pd]. The product is [NH2:1][CH2:4][CH2:5][C:6]1=[CH:7][N:8]([C:23]([CH3:26])([CH3:25])[CH3:24])[S:9]/[C:10]/1=[N:11]\[C:12](=[O:22])[C:13]1[CH:18]=[C:17]([Cl:19])[CH:16]=[CH:15][C:14]=1[O:20][CH3:21]. The yield is 0.910.